From a dataset of Reaction yield outcomes from USPTO patents with 853,638 reactions. Predict the reaction yield, written as a fraction of the theoretical maximum amount of product (1.0 means a 100% yield; for example, 0.34 means a 34% yield). The reactants are [CH2:1]([O:8][C:9]1[CH:15]=[CH:14][C:12]([NH2:13])=[C:11]([N+:16]([O-:18])=[O:17])[CH:10]=1)[C:2]1[CH:7]=[CH:6][CH:5]=[CH:4][CH:3]=1.C(O[BH-](OC(=O)C)OC(=O)C)(=O)C.[Na+].[CH3:33][S:34][C:35]1[S:36][C:37]2[CH:43]=[C:42]([CH:44]=O)[CH:41]=[CH:40][C:38]=2[N:39]=1. The catalyst is C(O)(C(F)(F)F)=O.C(Cl)Cl. The product is [CH2:1]([O:8][C:9]1[CH:15]=[CH:14][C:12]([NH:13][CH2:44][C:42]2[CH:41]=[CH:40][C:38]3[N:39]=[C:35]([S:34][CH3:33])[S:36][C:37]=3[CH:43]=2)=[C:11]([N+:16]([O-:18])=[O:17])[CH:10]=1)[C:2]1[CH:3]=[CH:4][CH:5]=[CH:6][CH:7]=1. The yield is 0.640.